From a dataset of Reaction yield outcomes from USPTO patents with 853,638 reactions. Predict the reaction yield, written as a fraction of the theoretical maximum amount of product (1.0 means a 100% yield; for example, 0.34 means a 34% yield). (1) The reactants are [NH2:1][C:2]1[CH:7]=[CH:6][C:5]([OH:8])=[CH:4][C:3]=1[Cl:9].[H-].[Na+].[CH3:12][O:13][NH:14][C:15]([C:17]1[CH:18]=[C:19]2[C:24](=[CH:25][C:26]=1[O:27][CH2:28][C:29]1[CH:34]=[CH:33][CH:32]=[CH:31][CH:30]=1)[N:23]=[CH:22][CH:21]=[C:20]2Cl)=[O:16].O. The catalyst is CS(C)=O.C(OCC)(=O)C.CCCCCC. The product is [CH3:12][O:13][NH:14][C:15]([C:17]1[CH:18]=[C:19]2[C:24](=[CH:25][C:26]=1[O:27][CH2:28][C:29]1[CH:34]=[CH:33][CH:32]=[CH:31][CH:30]=1)[N:23]=[CH:22][CH:21]=[C:20]2[O:8][C:5]1[CH:6]=[CH:7][C:2]([NH2:1])=[C:3]([Cl:9])[CH:4]=1)=[O:16]. The yield is 0.160. (2) The reactants are F[C:2](F)(F)[C:3]([OH:5])=O.C(OC(=O)[NH:14][CH2:15][CH2:16][C:17]([NH:19][CH2:20][CH2:21][CH2:22][N:23]([C@H:36]1[CH2:60][CH2:59][C@@:58]2([CH3:61])[C:38](=[CH:39][CH2:40][C@@H:41]3[C@@H:57]2[CH2:56][CH2:55][C@@:54]2([CH3:62])[C@H:42]3[CH2:43][CH2:44][C@@H:45]2[C@H:46]([CH3:53])[CH2:47][CH2:48][CH2:49][CH:50]([CH3:52])[CH3:51])[CH2:37]1)[S:24]([C:27]1[CH:32]=[CH:31][CH:30]=[CH:29][C:28]=1[N+:33]([O-:35])=[O:34])(=[O:26])=[O:25])=[O:18])(C)(C)C.[OH-].[Na+].C1(=O)N(OC(=O)C[CH2:74][CH2:75][CH2:76][CH2:77][NH:78][C:79]2[CH:84]=[CH:83][C:82]([N+:85]([O-:87])=[O:86])=[CH:81][C:80]=2[N+:88]([O-:90])=[O:89])C(=O)CC1.C(N(C(C)C)CC)(C)C.C(N)CN. The catalyst is C(Cl)Cl.CO. The product is [CH3:52][CH:50]([CH2:49][CH2:48][CH2:47][C@H:46]([C@@H:45]1[C@:54]2([CH3:62])[C@H:42]([C@H:41]3[C@H:57]([CH2:56][CH2:55]2)[C@:58]2([CH3:61])[C:38]([CH2:37][C@@H:36]([N:23]([S:24]([C:27]4[CH:32]=[CH:31][CH:30]=[CH:29][C:28]=4[N+:33]([O-:35])=[O:34])(=[O:25])=[O:26])[CH2:22][CH2:21][CH2:20][NH:19][C:17](=[O:18])[CH2:16][CH2:15][NH:14][C:3](=[O:5])[CH2:2][CH2:74][CH2:75][CH2:76][CH2:77][NH:78][C:79]4[CH:84]=[CH:83][C:82]([N+:85]([O-:87])=[O:86])=[CH:81][C:80]=4[N+:88]([O-:90])=[O:89])[CH2:60][CH2:59]2)=[CH:39][CH2:40]3)[CH2:43][CH2:44]1)[CH3:53])[CH3:51]. The yield is 0.990. (3) The reactants are Cl[CH2:2][CH2:3][NH:4][C:5]([C:7]1[NH:8][C:9]2[C:14]([CH:15]=1)=[CH:13][CH:12]=[CH:11][C:10]=2[N+:16]([O-:18])=[O:17])=O.COC1C=CC(P2(SP(C3C=CC(OC)=CC=3)(=S)S2)=[S:28])=CC=1. The catalyst is ClC(Cl)C.C1(C)C=CC=CC=1. The product is [S:28]1[CH2:2][CH2:3][N:4]=[C:5]1[C:7]1[NH:8][C:9]2[C:14]([CH:15]=1)=[CH:13][CH:12]=[CH:11][C:10]=2[N+:16]([O-:18])=[O:17]. The yield is 0.600. (4) The reactants are [CH2:1]([O:8][C:9]1[CH:18]=[C:17]2[C:12]([CH2:13][CH2:14][CH2:15][N:16]2[CH2:19][CH2:20][NH2:21])=[CH:11][CH:10]=1)[C:2]1[CH:7]=[CH:6][CH:5]=[CH:4][CH:3]=1.CCN(CC)CC.[C:29](Cl)(=[O:31])[CH3:30]. The catalyst is C(Cl)Cl. The product is [CH2:1]([O:8][C:9]1[CH:18]=[C:17]2[C:12]([CH2:13][CH2:14][CH2:15][N:16]2[CH2:19][CH2:20][NH:21][C:29](=[O:31])[CH3:30])=[CH:11][CH:10]=1)[C:2]1[CH:3]=[CH:4][CH:5]=[CH:6][CH:7]=1. The yield is 0.830. (5) The reactants are [NH2:1][C:2]1[N:3]=[CH:4][C:5]2[S:10][C:9](=[O:11])[N:8]([C@@H:12]3[O:24][C@H:23]([CH2:25][O:26]C(=O)C)[C@@H:18]([O:19]C(=O)C)[C@H:13]3[O:14]C(=O)C)[C:6]=2[N:7]=1.N1C=CN=C1.[Si:35](Cl)([C:38]([CH3:41])([CH3:40])[CH3:39])([CH3:37])[CH3:36]. The catalyst is CN(C=O)C. The product is [NH2:1][C:2]1[N:3]=[CH:4][C:5]2[S:10][C:9](=[O:11])[N:8]([C@@H:12]3[O:24][C@H:23]([CH2:25][O:26][Si:35]([C:38]([CH3:41])([CH3:40])[CH3:39])([CH3:37])[CH3:36])[C@@H:18]([OH:19])[C@H:13]3[OH:14])[C:6]=2[N:7]=1. The yield is 0.520. (6) The reactants are Br[C:2]1[CH:7]=[CH:6][C:5]([S:8]([NH:11][CH2:12][CH2:13][OH:14])(=[O:10])=[O:9])=[C:4]([F:15])[CH:3]=1.B1(B2OC(C)(C)C(C)(C)O2)OC(C)(C)C(C)(C)O1.Br[C:35]1[C:36]2[C:37]3[CH:50]=[CH:49][S:48][C:38]=3[C:39](=[O:47])[NH:40][C:41]=2[CH:42]=[CH:43][C:44]=1[O:45][CH3:46]. No catalyst specified. The product is [F:15][C:4]1[CH:3]=[C:2]([C:35]2[C:36]3[C:37]4[CH:50]=[CH:49][S:48][C:38]=4[C:39](=[O:47])[NH:40][C:41]=3[CH:42]=[CH:43][C:44]=2[O:45][CH3:46])[CH:7]=[CH:6][C:5]=1[S:8]([NH:11][CH2:12][CH2:13][OH:14])(=[O:10])=[O:9]. The yield is 0.130. (7) The reactants are [Br:1][C:2]1[CH:7]=[C:6]([NH:8][CH3:9])[C:5]([NH2:10])=[CH:4][CH:3]=1.[C:11]1(C)C=CC(S(O)(=O)=O)=CC=1. The catalyst is C(OC)(OC)OC. The product is [Br:1][C:2]1[CH:3]=[CH:4][C:5]2[N:10]=[CH:9][N:8]([CH3:11])[C:6]=2[CH:7]=1. The yield is 0.930.